Dataset: Forward reaction prediction with 1.9M reactions from USPTO patents (1976-2016). Task: Predict the product of the given reaction. Given the reactants [CH3:1][C:2]1[CH:3]=[C:4]([N+:13]([O-:15])=[O:14])[C:5]2[O:9][CH:8]([CH2:10][OH:11])[CH2:7][C:6]=2[CH:12]=1.[H-].[Na+].[CH3:18]I.O, predict the reaction product. The product is: [CH3:18][O:11][CH2:10][CH:8]1[CH2:7][C:6]2[CH:12]=[C:2]([CH3:1])[CH:3]=[C:4]([N+:13]([O-:15])=[O:14])[C:5]=2[O:9]1.